From a dataset of Catalyst prediction with 721,799 reactions and 888 catalyst types from USPTO. Predict which catalyst facilitates the given reaction. (1) Product: [OH:31][CH:30]([C:21]1[CH:22]=[C:23]2[C:28](=[C:19]3[CH:18]=[C:17]([C:14]4[CH:13]=[CH:12][C:11]([CH2:10][N:4]5[CH2:5][CH2:6][O:7][CH2:8][CH2:9]5)=[CH:16][CH:15]=4)[CH:33]=[CH:32][C:20]=13)[C:27](=[O:29])[NH:26][CH:25]=[CH:24]2)[CH3:34]. The catalyst class is: 1. Reactant: C[Mg+].[Br-].[N:4]1([CH2:10][C:11]2[CH:16]=[CH:15][C:14]([C:17]3[CH:33]=[CH:32][C:20]4=[C:21]([CH:30]=[O:31])[CH:22]=[C:23]5[C:28]([C:27](=[O:29])[NH:26][CH:25]=[CH:24]5)=[C:19]4[CH:18]=3)=[CH:13][CH:12]=2)[CH2:9][CH2:8][O:7][CH2:6][CH2:5]1.[C:34](OCC)(=O)C. (2) Reactant: C([O:5][C:6](=[O:28])[CH2:7][N:8]1[C:12]2[CH:13]=[CH:14][CH:15]=[CH:16][C:11]=2[N:10]=[C:9]1[S:17][CH2:18][CH2:19][O:20][C:21]1[CH:26]=[CH:25][C:24]([Cl:27])=[CH:23][CH:22]=1)(C)(C)C. Product: [Cl:27][C:24]1[CH:25]=[CH:26][C:21]([O:20][CH2:19][CH2:18][S:17][C:9]2[N:8]([CH2:7][C:6]([OH:28])=[O:5])[C:12]3[CH:13]=[CH:14][CH:15]=[CH:16][C:11]=3[N:10]=2)=[CH:22][CH:23]=1. The catalyst class is: 631. (3) Reactant: [F:1][C:2]([F:54])([F:53])[C:3]1[CH:4]=[C:5]([CH:46]=[C:47]([C:49]([F:52])([F:51])[F:50])[CH:48]=1)[CH2:6][N:7]([CH2:20][C:21]1[CH:26]=[C:25]([C:27]([F:30])([F:29])[F:28])[CH:24]=[CH:23][C:22]=1[C:31]1[C:36]([C:37]([O:39]CC)=[O:38])=[CH:35][N:34]=[C:33]([C:42]([F:45])([F:44])[F:43])[N:32]=1)[C:8]1[N:13]=[CH:12][C:11]([N:14]2[CH2:19][CH2:18][O:17][CH2:16][CH2:15]2)=[CH:10][N:9]=1.[OH-].[Na+].Cl.C(OCC)(=O)C. Product: [F:54][C:2]([F:1])([F:53])[C:3]1[CH:4]=[C:5]([CH:46]=[C:47]([C:49]([F:50])([F:51])[F:52])[CH:48]=1)[CH2:6][N:7]([CH2:20][C:21]1[CH:26]=[C:25]([C:27]([F:28])([F:29])[F:30])[CH:24]=[CH:23][C:22]=1[C:31]1[C:36]([C:37]([OH:39])=[O:38])=[CH:35][N:34]=[C:33]([C:42]([F:43])([F:44])[F:45])[N:32]=1)[C:8]1[N:13]=[CH:12][C:11]([N:14]2[CH2:15][CH2:16][O:17][CH2:18][CH2:19]2)=[CH:10][N:9]=1. The catalyst class is: 8. (4) Reactant: [O:1]1[CH:5]([CH2:6][NH2:7])[CH2:4][C:3]2[CH:8]=[CH:9][C:10]3[CH2:11][CH2:12][CH2:13][C:14]=3[C:2]1=2.C(N(C(C)C)CC)(C)C.Cl[C:25]([O:27][CH2:28][C:29]1[CH:34]=[CH:33][CH:32]=[CH:31][CH:30]=1)=[O:26]. Product: [O:1]1[CH:5]([CH2:6][NH:7][C:25](=[O:26])[O:27][CH2:28][C:29]2[CH:34]=[CH:33][CH:32]=[CH:31][CH:30]=2)[CH2:4][C:3]2[CH:8]=[CH:9][C:10]3[CH2:11][CH2:12][CH2:13][C:14]=3[C:2]1=2. The catalyst class is: 7. (5) Reactant: [F:1][C:2]([F:19])([F:18])[O:3][C:4]1[CH:17]=[CH:16][C:7]([CH2:8][O:9][CH:10]2[CH2:15][CH2:14][NH:13][CH2:12][CH2:11]2)=[CH:6][CH:5]=1.CCN(C(C)C)C(C)C.[Cl:29][C:30]1[N:35]=[C:34](Cl)[N:33]=[CH:32][N:31]=1. Product: [Cl:29][C:30]1[N:35]=[C:34]([N:13]2[CH2:14][CH2:15][CH:10]([O:9][CH2:8][C:7]3[CH:16]=[CH:17][C:4]([O:3][C:2]([F:18])([F:1])[F:19])=[CH:5][CH:6]=3)[CH2:11][CH2:12]2)[N:33]=[CH:32][N:31]=1. The catalyst class is: 32. (6) Product: [C:10]([N:1]([O:26][CH2:19][C:20]1[CH:25]=[CH:24][CH:23]=[CH:22][CH:21]=1)[C@@H:2]([C:7]([OH:9])=[O:8])[CH2:3][CH2:4][S:5][CH3:6])([OH:13])=[O:11]. The catalyst class is: 6. Reactant: [NH2:1][C@@H:2]([C:7]([OH:9])=[O:8])[CH2:3][CH2:4][S:5][CH3:6].[C:10]([O-:13])([O-])=[O:11].[Na+].[Na+].C([CH:19]([O:26]Cl)[C:20]1[CH:25]=[CH:24][CH:23]=[CH:22][CH:21]=1)(O)=O.Cl. (7) Reactant: [Cl:1][C:2]1[CH:22]=[N:21][CH:20]=[CH:19][C:3]=1[C:4]([NH:6][C:7]1[CH:12]=[C:11]([C:13]([F:16])([F:15])[F:14])[C:10]([Cl:17])=[CH:9][C:8]=1[OH:18])=O.O1CCCC1.C1(P(C2C=CC=CC=2)C2C=CC=CC=2)C=CC=CC=1.N(C(OCC)=O)=NC(OCC)=O. Product: [Cl:17][C:10]1[C:11]([C:13]([F:16])([F:15])[F:14])=[CH:12][C:7]2[N:6]=[C:4]([C:3]3[CH:19]=[CH:20][N:21]=[CH:22][C:2]=3[Cl:1])[O:18][C:8]=2[CH:9]=1. The catalyst class is: 11. (8) Reactant: [CH3:1][C:2]1[C:6]([C:7]2[CH:8]=[CH:9][C:10]([CH3:17])=[C:11]([S:13](Cl)(=[O:15])=[O:14])[CH:12]=2)=[C:5]([CH3:18])[O:4][N:3]=1.[O:19]([CH2:26][CH2:27][O:28][CH2:29][CH2:30][NH2:31])[CH2:20][CH2:21][O:22][CH2:23][CH2:24][NH2:25]. Product: [O:19]([CH2:26][CH2:27][O:28][CH2:29][CH2:30][NH:31][S:13]([C:11]1[CH:12]=[C:7]([C:6]2[C:2]([CH3:1])=[N:3][O:4][C:5]=2[CH3:18])[CH:8]=[CH:9][C:10]=1[CH3:17])(=[O:14])=[O:15])[CH2:20][CH2:21][O:22][CH2:23][CH2:24][NH:25][S:13]([C:11]1[CH:12]=[C:7]([C:6]2[C:2]([CH3:1])=[N:3][O:4][C:5]=2[CH3:18])[CH:8]=[CH:9][C:10]=1[CH3:17])(=[O:15])=[O:14]. The catalyst class is: 17. (9) Reactant: [CH3:1][CH:2]1[CH:6]2[C:7]([NH:9][CH:10]=[C:11]([CH3:12])[CH:5]2[CH2:4][CH2:3]1)=[O:8].I[CH2:14][CH2:15][CH2:16][CH2:17][CH3:18]. Product: [CH2:14]([N:9]1[CH:10]=[C:11]([CH3:12])[C@H:5]2[CH2:4][CH2:3][C@H:2]([CH3:1])[C@H:6]2[C:7]1=[O:8])[CH2:15][CH2:16][CH2:17][CH3:18]. The catalyst class is: 1. (10) Reactant: [Cl:1][C:2]1[CH:7]=[CH:6][C:5]([C:8]2[S:16]C3C(=O)[N:13]([CH2:18][C:19]([C:21]4[CH:26]=[CH:25][C:24]([CH2:27][NH:28][CH3:29])=[CH:23][CH:22]=4)=[O:20])[CH:12]=[N:11][C:10]=3[CH:9]=2)=[CH:4][CH:3]=1.[C:30](Cl)(=[O:32])[CH3:31].C(N(CC)CC)C.[O:41]1CC[CH2:43][CH2:42]1. Product: [Cl:1][C:2]1[CH:3]=[CH:4][C:5]([C:8]2[S:16][C:31]3[C:30](=[O:32])[N:13]([CH2:18][C:19]([C:21]4[CH:22]=[CH:23][C:24]([CH2:27][N:28]([CH3:29])[C:42](=[O:41])[CH3:43])=[CH:25][CH:26]=4)=[O:20])[CH:12]=[N:11][C:10]=3[CH:9]=2)=[CH:6][CH:7]=1. The catalyst class is: 84.